Predict the reaction yield, written as a fraction of the theoretical maximum amount of product (1.0 means a 100% yield; for example, 0.34 means a 34% yield). From a dataset of Reaction yield outcomes from USPTO patents with 853,638 reactions. (1) The reactants are [Cl:1][C:2]1[CH:3]=[C:4]([NH:8][CH3:9])[CH:5]=[CH:6][CH:7]=1.Br[C:11]1[CH:16]=[CH:15][C:14]([O:17][CH3:18])=[CH:13][CH:12]=1.CC([O-])(C)C.[K+]. The catalyst is C1(C)C=CC=CC=1.C1C=CC(/C=C/C(/C=C/C2C=CC=CC=2)=O)=CC=1.C1C=CC(/C=C/C(/C=C/C2C=CC=CC=2)=O)=CC=1.C1C=CC(/C=C/C(/C=C/C2C=CC=CC=2)=O)=CC=1.[Pd].[Pd].C1(C2C=CC=CC=2)C=CC=CC=1P(C1CCCCC1)C1CCCCC1. The product is [Cl:1][C:2]1[CH:3]=[C:4]([N:8]([C:11]2[CH:16]=[CH:15][C:14]([O:17][CH3:18])=[CH:13][CH:12]=2)[CH3:9])[CH:5]=[CH:6][CH:7]=1. The yield is 0.860. (2) The reactants are C1C(=O)N([Br:8])C(=O)C1.[Br:9][C:10]1[CH:11]=[C:12]2[C:17](=[CH:18][CH:19]=1)[N:16]=[C:15]([C:20]([O:22]CC)=[CH2:21])[CH:14]=[N:13]2. The catalyst is C1COCC1.O.CO. The product is [Br:8][CH2:22][C:20]([C:15]1[CH:14]=[N:13][C:12]2[C:17](=[CH:18][CH:19]=[C:10]([Br:9])[CH:11]=2)[N:16]=1)=[O:21]. The yield is 0.590. (3) The reactants are [F:1][C:2]1[CH:3]=[C:4]([CH2:10]O)[CH:5]=[CH:6][C:7]=1[S:8][CH3:9].C(Br)(Br)(Br)[Br:13].C1(P(C2C=CC=CC=2)C2C=CC=CC=2)C=CC=CC=1. No catalyst specified. The product is [Br:13][CH2:10][C:4]1[CH:5]=[CH:6][C:7]([S:8][CH3:9])=[C:2]([F:1])[CH:3]=1. The yield is 0.940.